From a dataset of NCI-60 drug combinations with 297,098 pairs across 59 cell lines. Regression. Given two drug SMILES strings and cell line genomic features, predict the synergy score measuring deviation from expected non-interaction effect. (1) Drug 1: CC1=C(C=C(C=C1)NC2=NC=CC(=N2)N(C)C3=CC4=NN(C(=C4C=C3)C)C)S(=O)(=O)N.Cl. Drug 2: C1=NC2=C(N1)C(=S)N=CN2. Cell line: MOLT-4. Synergy scores: CSS=45.4, Synergy_ZIP=-3.84, Synergy_Bliss=-6.83, Synergy_Loewe=-7.51, Synergy_HSA=-6.11. (2) Drug 1: C1=NC2=C(N1)C(=S)N=C(N2)N. Drug 2: CCCS(=O)(=O)NC1=C(C(=C(C=C1)F)C(=O)C2=CNC3=C2C=C(C=N3)C4=CC=C(C=C4)Cl)F. Cell line: K-562. Synergy scores: CSS=28.8, Synergy_ZIP=-2.96, Synergy_Bliss=-4.39, Synergy_Loewe=-32.5, Synergy_HSA=-5.88. (3) Drug 1: CC1=C2C(C(=O)C3(C(CC4C(C3C(C(C2(C)C)(CC1OC(=O)C(C(C5=CC=CC=C5)NC(=O)OC(C)(C)C)O)O)OC(=O)C6=CC=CC=C6)(CO4)OC(=O)C)OC)C)OC. Drug 2: CCC(=C(C1=CC=CC=C1)C2=CC=C(C=C2)OCCN(C)C)C3=CC=CC=C3.C(C(=O)O)C(CC(=O)O)(C(=O)O)O. Cell line: SK-OV-3. Synergy scores: CSS=55.6, Synergy_ZIP=14.2, Synergy_Bliss=13.9, Synergy_Loewe=7.79, Synergy_HSA=14.7. (4) Drug 1: CN(CC1=CN=C2C(=N1)C(=NC(=N2)N)N)C3=CC=C(C=C3)C(=O)NC(CCC(=O)O)C(=O)O. Drug 2: B(C(CC(C)C)NC(=O)C(CC1=CC=CC=C1)NC(=O)C2=NC=CN=C2)(O)O. Cell line: SNB-19. Synergy scores: CSS=48.7, Synergy_ZIP=-1.55, Synergy_Bliss=-5.08, Synergy_Loewe=-9.55, Synergy_HSA=-3.96. (5) Drug 1: CN1C2=C(C=C(C=C2)N(CCCl)CCCl)N=C1CCCC(=O)O.Cl. Drug 2: CC1CCCC2(C(O2)CC(NC(=O)CC(C(C(=O)C(C1O)C)(C)C)O)C(=CC3=CSC(=N3)C)C)C. Cell line: SK-OV-3. Synergy scores: CSS=39.9, Synergy_ZIP=1.83, Synergy_Bliss=0.519, Synergy_Loewe=-18.2, Synergy_HSA=-0.249. (6) Drug 1: CN(CCCl)CCCl.Cl. Drug 2: CN(C(=O)NC(C=O)C(C(C(CO)O)O)O)N=O. Cell line: T-47D. Synergy scores: CSS=10.3, Synergy_ZIP=-8.73, Synergy_Bliss=-3.76, Synergy_Loewe=-10.1, Synergy_HSA=-2.88. (7) Drug 1: CC12CCC(CC1=CCC3C2CCC4(C3CC=C4C5=CN=CC=C5)C)O. Drug 2: CS(=O)(=O)CCNCC1=CC=C(O1)C2=CC3=C(C=C2)N=CN=C3NC4=CC(=C(C=C4)OCC5=CC(=CC=C5)F)Cl. Cell line: IGROV1. Synergy scores: CSS=38.8, Synergy_ZIP=8.50, Synergy_Bliss=8.07, Synergy_Loewe=-4.68, Synergy_HSA=8.65. (8) Drug 1: CC1=C(C(CCC1)(C)C)C=CC(=CC=CC(=CC(=O)O)C)C. Drug 2: CC1=C2C(C(=O)C3(C(CC4C(C3C(C(C2(C)C)(CC1OC(=O)C(C(C5=CC=CC=C5)NC(=O)OC(C)(C)C)O)O)OC(=O)C6=CC=CC=C6)(CO4)OC(=O)C)O)C)O. Cell line: RPMI-8226. Synergy scores: CSS=47.3, Synergy_ZIP=9.35, Synergy_Bliss=9.19, Synergy_Loewe=8.59, Synergy_HSA=7.36.